From a dataset of Forward reaction prediction with 1.9M reactions from USPTO patents (1976-2016). Predict the product of the given reaction. (1) Given the reactants [F:1][CH:2]([F:16])[CH2:3][O:4][C:5]1[CH:10]=[CH:9][C:8]([C:11](=O)[CH3:12])=[CH:7][C:6]=1[O:14][CH3:15].[CH3:17][C:18]([S@:21]([NH2:23])=[O:22])([CH3:20])[CH3:19], predict the reaction product. The product is: [F:1][CH:2]([F:16])[CH2:3][O:4][C:5]1[CH:10]=[CH:9][C:8]([CH:11]([NH:23][S@@:21]([C:18]([CH3:20])([CH3:19])[CH3:17])=[O:22])[CH3:12])=[CH:7][C:6]=1[O:14][CH3:15]. (2) Given the reactants [CH:1]([C:3]1[C:4]([OH:13])=[C:5]([CH:10]=[CH:11][CH:12]=1)[C:6]([O:8][CH3:9])=[O:7])=O.Br[CH2:15][C:16]([O:18][C:19]([CH3:22])([CH3:21])[CH3:20])=[O:17].CC(C)([O-])C.[Na+], predict the reaction product. The product is: [O:13]1[C:4]2[C:5]([C:6]([O:8][CH3:9])=[O:7])=[CH:10][CH:11]=[CH:12][C:3]=2[CH:1]=[C:15]1[C:16]([O:18][C:19]([CH3:22])([CH3:21])[CH3:20])=[O:17]. (3) Given the reactants [CH2:1]([O:5][C:6]1[N:14]=[C:13]2[C:9]([N:10]=[C:11]([O:20]C)[N:12]2[CH2:15][CH2:16][CH2:17][CH2:18]Cl)=[C:8]([NH2:22])[N:7]=1)[CH2:2][CH2:3][CH3:4].[CH3:23][CH:24]([CH3:32])[CH2:25][N:26]1[CH2:31][CH2:30][NH:29][CH2:28][CH2:27]1, predict the reaction product. The product is: [NH2:22][C:8]1[N:7]=[C:6]([O:5][CH2:1][CH2:2][CH2:3][CH3:4])[N:14]=[C:13]2[C:9]=1[NH:10][C:11](=[O:20])[N:12]2[CH2:15][CH2:16][CH2:17][CH2:18][N:29]1[CH2:30][CH2:31][N:26]([CH2:25][CH:24]([CH3:32])[CH3:23])[CH2:27][CH2:28]1. (4) Given the reactants Cl[C:2]1[N:3]=[C:4]([NH:18][CH2:19][CH2:20][CH3:21])[C:5]2[N:6]=[C:7]([NH:16][CH3:17])[N:8]=[C:9]([NH:12][CH2:13][CH2:14][CH3:15])[C:10]=2[N:11]=1.[C-]#N.[K+].[CH3:25][NH:26]C1C2N=C(NCCC)N=C(NC)C=2N=C(C#N)N=1, predict the reaction product. The product is: [CH3:17][NH:16][C:7]1[N:8]=[C:9]([NH:12][CH2:13][CH2:14][CH3:15])[C:10]2[N:11]=[C:2]([C:25]#[N:26])[N:3]=[C:4]([NH:18][CH2:19][CH2:20][CH3:21])[C:5]=2[N:6]=1. (5) Given the reactants [N:1]1[C:2]([CH2:10][O:11][C:12]2[CH:17]=[CH:16][N+:15]([O-])=[CH:14][CH:13]=2)=[CH:3][N:4]2[CH:9]=[CH:8][CH:7]=[CH:6][C:5]=12.C(OC(=O)C)(=[O:21])C, predict the reaction product. The product is: [N:1]1[C:2]([CH2:10][O:11][C:12]2[CH:17]=[CH:16][NH:15][C:14](=[O:21])[CH:13]=2)=[CH:3][N:4]2[CH:9]=[CH:8][CH:7]=[CH:6][C:5]=12.